This data is from Full USPTO retrosynthesis dataset with 1.9M reactions from patents (1976-2016). The task is: Predict the reactants needed to synthesize the given product. (1) Given the product [Cl:1][C:2]1[C:12]2[CH2:11][O:10][C:9]3[CH:13]=[CH:14][CH:15]=[CH:16][C:8]=3[C:7](=[CH:17][C:18]3[CH:19]=[C:20]([NH:24][S:26]([CH3:25])(=[O:28])=[O:27])[CH:21]=[CH:22][CH:23]=3)[C:6]=2[CH:5]=[CH:4][CH:3]=1, predict the reactants needed to synthesize it. The reactants are: [Cl:1][C:2]1[C:12]2[CH2:11][O:10][C:9]3[CH:13]=[CH:14][CH:15]=[CH:16][C:8]=3[C:7](=[CH:17][C:18]3[CH:19]=[C:20]([NH2:24])[CH:21]=[CH:22][CH:23]=3)[C:6]=2[CH:5]=[CH:4][CH:3]=1.[CH3:25][S:26](Cl)(=[O:28])=[O:27]. (2) Given the product [CH3:15][C:4]1[C:5]([C:7]2[CH:12]=[CH:11][C:10]([S:13][CH3:14])=[CH:9][CH:8]=2)=[N:27][C:26]([S:25][CH3:24])=[N:28][C:3]=1[C:2]([F:18])([F:17])[F:1], predict the reactants needed to synthesize it. The reactants are: [F:1][C:2]([F:18])([F:17])[C:3](=O)[CH:4]([CH3:15])[C:5]([C:7]1[CH:12]=[CH:11][C:10]([S:13][CH3:14])=[CH:9][CH:8]=1)=O.S(O)(O)(=O)=O.[CH3:24][S:25][C:26](=[NH:28])[NH2:27].C([O-])(=O)C.[Na+]. (3) Given the product [Br:1][C:2]1[CH:7]=[CH:6][C:5]([Cl:8])=[CH:4][C:3]=1[CH2:9][CH2:10][S:14]([OH:17])(=[O:16])=[O:15], predict the reactants needed to synthesize it. The reactants are: [Br:1][C:2]1[CH:7]=[CH:6][C:5]([Cl:8])=[CH:4][C:3]=1[CH2:9][CH2:10]Cl.[I-].[Na+].[S:14]([O-:17])([O-:16])=[O:15].[Na+].[Na+]. (4) Given the product [ClH:1].[ClH:29].[Cl:1][C:2]1[CH:3]=[C:4]([NH:8][C:9]2[CH:10]=[C:11]([CH:17]3[CH2:19][CH2:18]3)[C:12]([CH2:15][NH:26][CH2:25][C:24]3[CH:27]=[CH:28][C:21]([F:20])=[CH:22][CH:23]=3)=[CH:13][N:14]=2)[CH:5]=[CH:6][CH:7]=1, predict the reactants needed to synthesize it. The reactants are: [Cl:1][C:2]1[CH:3]=[C:4]([NH:8][C:9]2[N:14]=[CH:13][C:12]([CH:15]=O)=[C:11]([CH:17]3[CH2:19][CH2:18]3)[CH:10]=2)[CH:5]=[CH:6][CH:7]=1.[F:20][C:21]1[CH:28]=[CH:27][C:24]([CH2:25][NH2:26])=[CH:23][CH:22]=1.[ClH:29]. (5) Given the product [OH:26][C:23]([CH3:25])([CH3:24])[CH2:22][C:18]1[N:17]=[C:16]([N:5]2[C:6]3=[N:7][C:8]([NH:27][C:28]4[CH:33]=[CH:32][C:31]([N:34]5[CH2:39][CH2:38][N:37]([CH2:40][C:41]([N:43]([CH3:45])[CH3:44])=[O:42])[CH2:36][CH2:35]5)=[CH:30][CH:29]=4)=[N:9][CH:10]=[C:11]3[C:12](=[O:13])[N:4]2[CH2:1][C:2]#[CH:3])[CH:21]=[CH:20][CH:19]=1, predict the reactants needed to synthesize it. The reactants are: [CH2:1]([N:4]1[C:12](=[O:13])[C:11]2[C:6](=[N:7][C:8](SC)=[N:9][CH:10]=2)[N:5]1[C:16]1[CH:21]=[CH:20][CH:19]=[C:18]([CH2:22][C:23]([OH:26])([CH3:25])[CH3:24])[N:17]=1)[CH:2]=[CH2:3].[NH2:27][C:28]1[CH:33]=[CH:32][C:31]([N:34]2[CH2:39][CH2:38][N:37]([CH2:40][C:41]([N:43]([CH3:45])[CH3:44])=[O:42])[CH2:36][CH2:35]2)=[CH:30][CH:29]=1.